From a dataset of Reaction yield outcomes from USPTO patents with 853,638 reactions. Predict the reaction yield, written as a fraction of the theoretical maximum amount of product (1.0 means a 100% yield; for example, 0.34 means a 34% yield). (1) The catalyst is C1COCC1. The reactants are [O:1]1[CH2:6][CH2:5][CH2:4][O:3][CH2:2]1.O1CCCOC1.[SH:13][CH:14]1[CH2:19][CH2:18][CH2:17][CH2:16][CH:15]1C=[O+](=S)[S-].O1CCCOC1.SC1CCCCC1C=[O+](=S)[S-].[H-].[Al+3].[Li+].[H-].[H-].[H-]. The yield is 0.230. The product is [SH:13][C:14]1([CH:2]2[O:3][CH2:4][CH2:5][CH2:6][O:1]2)[CH2:19][CH2:18][CH2:17][CH2:16][CH2:15]1. (2) The reactants are [F:1][C:2]1[CH:3]=[C:4]([CH:8]=[CH:9][C:10]=1[O:11][CH3:12])[C:5]([OH:7])=[O:6].S(Cl)(Cl)=O.[NH2:17][C:18]1[CH:23]=[C:22]([O:24][CH3:25])[CH:21]=[C:20]([Br:26])[C:19]=1O. The catalyst is C(OCC)C.N1C=CC=CC=1.C(Cl)Cl.CN(C)C=O. The product is [F:1][C:2]1[CH:3]=[C:4]([CH:8]=[CH:9][C:10]=1[O:11][CH3:12])[C:5]([O:7][C:19]1[C:18]([NH:17][C:5](=[O:6])[C:4]2[CH:8]=[CH:9][C:10]([O:11][CH3:12])=[C:2]([F:1])[CH:3]=2)=[CH:23][C:22]([O:24][CH3:25])=[CH:21][C:20]=1[Br:26])=[O:6]. The yield is 0.970. (3) The product is [ClH:1].[Cl:1][C:2]1[CH:3]=[C:4]([S:9]([N:12]2[CH:25]([CH2:26][C:27]([NH:65][CH2:64][CH2:63][C:60]3[CH:61]=[CH:62][C:57]([C:53]4[NH:54][CH2:55][CH2:56][N:52]=4)=[CH:58][CH:59]=3)=[O:28])[C:24]3[C:19](=[CH:20][CH:21]=[C:22]([F:30])[CH:23]=3)[C:18]3[CH:17]=[CH:16][CH:15]=[CH:14][C:13]2=3)(=[O:10])=[O:11])[CH:5]=[CH:6][C:7]=1[Cl:8]. The yield is 0.750. The reactants are [Cl:1][C:2]1[CH:3]=[C:4]([S:9]([N:12]2[CH:25]([CH2:26][C:27](O)=[O:28])[C:24]3[C:19](=[CH:20][CH:21]=[C:22]([F:30])[CH:23]=3)[C:18]3[CH:17]=[CH:16][CH:15]=[CH:14][C:13]2=3)(=[O:11])=[O:10])[CH:5]=[CH:6][C:7]=1[Cl:8].C(N(CC)CC)C.Cl.CN(C)CCCN=C=NCC.Cl.Cl.[NH:52]1[CH2:56][CH2:55][N:54]=[C:53]1[C:57]1[CH:62]=[CH:61][C:60]([CH2:63][CH2:64][NH2:65])=[CH:59][CH:58]=1. The catalyst is CN(C)C=O. (4) The reactants are Cl.NO.[OH:4][C:5]1[CH:6]=[N:7][C:8]([N:11]2[CH2:16][CH2:15][N:14]([C:17]#[N:18])[CH2:13][C@H:12]2[CH3:19])=[N:9][CH:10]=1.C(=O)([O-])[O-].[Na+].[Na+].[N:26]1C=CC=CC=1.[F:32][C:33]([F:44])([F:43])[C:34](O[C:34](=[O:35])[C:33]([F:44])([F:43])[F:32])=[O:35]. The catalyst is CN(C=O)C.C1(C)C=CC=CC=1. The product is [CH3:19][C@@H:12]1[CH2:13][N:14]([C:17]2[N:26]=[C:34]([C:33]([F:44])([F:43])[F:32])[O:35][N:18]=2)[CH2:15][CH2:16][N:11]1[C:8]1[N:9]=[CH:10][C:5]([OH:4])=[CH:6][N:7]=1. The yield is 0.380. (5) The reactants are [OH:1][C:2]1[CH:3]=[C:4]([CH:8]=[CH:9][C:10]=1[I:11])[C:5]([OH:7])=[O:6].S(Cl)(Cl)=O.[CH3:16]O. No catalyst specified. The yield is 0.700. The product is [OH:1][C:2]1[CH:3]=[C:4]([CH:8]=[CH:9][C:10]=1[I:11])[C:5]([O:7][CH3:16])=[O:6]. (6) The reactants are [O:1]1[C:5]2[CH:6]=[CH:7][C:8]([C:10]3([C:13]([NH:15][C:16]4[CH:25]=[CH:24][C:19]([C:20](OC)=[O:21])=[C:18]([Br:26])[CH:17]=4)=[O:14])[CH2:12][CH2:11]3)=[CH:9][C:4]=2[O:3][CH2:2]1.[Li+].[BH4-]. The catalyst is C1COCC1.CCOCC.O. The product is [O:1]1[C:5]2[CH:6]=[CH:7][C:8]([C:10]3([C:13]([NH:15][C:16]4[CH:25]=[CH:24][C:19]([CH2:20][OH:21])=[C:18]([Br:26])[CH:17]=4)=[O:14])[CH2:12][CH2:11]3)=[CH:9][C:4]=2[O:3][CH2:2]1. The yield is 0.740. (7) The reactants are [Br:1][C:2]1[C:14](=[O:15])[NH:13][C:5]2[N:6]=[C:7]([S:11][CH3:12])[N:8]=[C:9]([CH3:10])[C:4]=2[CH:3]=1.Br[CH2:17][CH:18]1[CH2:22][CH2:21][O:20][CH2:19]1. The catalyst is CN(C=O)C. The product is [Br:1][C:2]1[C:14](=[O:15])[N:13]([CH2:17][CH:18]2[CH2:22][CH2:21][O:20][CH2:19]2)[C:5]2[N:6]=[C:7]([S:11][CH3:12])[N:8]=[C:9]([CH3:10])[C:4]=2[CH:3]=1. The yield is 0.610.